This data is from Reaction yield outcomes from USPTO patents with 853,638 reactions. The task is: Predict the reaction yield, written as a fraction of the theoretical maximum amount of product (1.0 means a 100% yield; for example, 0.34 means a 34% yield). (1) The reactants are [NH2:1][C@@H:2]1[CH2:13][CH:12]=[CH:11][CH2:10][CH2:9][C:8](=[O:14])[O:7][C@H:6]([C:15]2[CH:20]=[CH:19][CH:18]=[CH:17][CH:16]=2)[C@H:5]([CH3:21])[N:4]([CH3:22])[C:3]1=[O:23].C(N(CC)CC)C.[C:31](OC(=O)C)(=[O:33])[CH3:32]. The catalyst is CN(C=O)C. The product is [CH3:21][C@@H:5]1[N:4]([CH3:22])[C:3](=[O:23])[C@H:2]([NH:1][C:31](=[O:33])[CH3:32])[CH2:13][CH:12]=[CH:11][CH2:10][CH2:9][C:8](=[O:14])[O:7][C@@H:6]1[C:15]1[CH:20]=[CH:19][CH:18]=[CH:17][CH:16]=1. The yield is 0.360. (2) The reactants are CN(C)C=O.[C:6]([O:10][C:11]1[CH:12]=[C:13]([C:17]2[C:18]3[CH2:31][CH2:30][NH:29][C:19]=3[N:20]=[C:21]([N:23]3[CH2:28][CH2:27][O:26][CH2:25][CH2:24]3)[N:22]=2)[CH:14]=[CH:15][CH:16]=1)([CH3:9])([CH3:8])[CH3:7].[H-].[Na+].[S:34](Cl)([C:37]1[CH:43]=[CH:42][C:40]([CH3:41])=[CH:39][CH:38]=1)(=[O:36])=[O:35]. The catalyst is O. The product is [C:6]([O:10][C:11]1[CH:12]=[C:13]([C:17]2[C:18]3[CH2:31][CH2:30][N:29]([S:34]([C:37]4[CH:43]=[CH:42][C:40]([CH3:41])=[CH:39][CH:38]=4)(=[O:36])=[O:35])[C:19]=3[N:20]=[C:21]([N:23]3[CH2:24][CH2:25][O:26][CH2:27][CH2:28]3)[N:22]=2)[CH:14]=[CH:15][CH:16]=1)([CH3:9])([CH3:7])[CH3:8]. The yield is 0.700. (3) The reactants are Br[C:2]1[CH:11]=[CH:10][C:5]([C:6]([O:8][CH3:9])=[O:7])=[CH:4][C:3]=1[OH:12].[C:13]1([CH3:22])[CH:18]=[CH:17][CH:16]=[CH:15][C:14]=1B(O)O.C(=O)([O-])[O-].[K+].[K+]. The catalyst is C1(C)C=CC=CC=1.O.C1C=CC([P]([Pd]([P](C2C=CC=CC=2)(C2C=CC=CC=2)C2C=CC=CC=2)([P](C2C=CC=CC=2)(C2C=CC=CC=2)C2C=CC=CC=2)[P](C2C=CC=CC=2)(C2C=CC=CC=2)C2C=CC=CC=2)(C2C=CC=CC=2)C2C=CC=CC=2)=CC=1. The product is [OH:12][C:3]1[CH:4]=[C:5]([C:6]([O:8][CH3:9])=[O:7])[CH:10]=[CH:11][C:2]=1[C:14]1[CH:15]=[CH:16][CH:17]=[CH:18][C:13]=1[CH3:22]. The yield is 0.770. (4) The reactants are [CH3:1][O:2][C:3]1[CH:4]=[C:5]([NH:25][C:26]([C:28]2[S:29][C:30]([C:34]3[CH:39]=[CH:38][C:37]([Cl:40])=[CH:36][CH:35]=3)=[CH:31][C:32]=2C)=[O:27])[CH:6]=[CH:7][C:8]=1[N:9]1[CH2:13][CH2:12][C@@H:11]([O:14][Si](C(C)C)(C(C)C)C(C)C)[CH2:10]1.[Li][C:42](C)(C)[CH3:43].CN(C=O)C.C1(C)C=CC(S(O)(=O)=O)=CC=1.O. The product is [Cl:40][C:37]1[CH:38]=[CH:39][C:34]([C:30]2[S:29][C:28]3[C:26](=[O:27])[N:25]([C:5]4[CH:6]=[CH:7][C:8]([N:9]5[CH2:13][CH2:12][C@@H:11]([OH:14])[CH2:10]5)=[C:3]([O:2][CH3:1])[CH:4]=4)[CH:42]=[CH:43][C:32]=3[CH:31]=2)=[CH:35][CH:36]=1. The catalyst is C1COCC1.CCOC(C)=O. The yield is 0.330. (5) The reactants are [F:1][C:2]1[CH:7]=[CH:6][C:5]([N:8]2[CH:12]=[C:11]([C:13]([O:15]CC)=[O:14])[C:10]([C:18]([F:21])([F:20])[F:19])=[N:9]2)=[CH:4][CH:3]=1.[OH-].[Na+]. The catalyst is C(O)C.O. The product is [F:1][C:2]1[CH:7]=[CH:6][C:5]([N:8]2[CH:12]=[C:11]([C:13]([OH:15])=[O:14])[C:10]([C:18]([F:20])([F:19])[F:21])=[N:9]2)=[CH:4][CH:3]=1. The yield is 0.732.